Dataset: Peptide-MHC class I binding affinity with 185,985 pairs from IEDB/IMGT. Task: Regression. Given a peptide amino acid sequence and an MHC pseudo amino acid sequence, predict their binding affinity value. This is MHC class I binding data. (1) The peptide sequence is WLSVIWMMWY. The MHC is HLA-A31:01 with pseudo-sequence HLA-A31:01. The binding affinity (normalized) is 0.105. (2) The peptide sequence is FQILHDRFF. The MHC is HLA-B53:01 with pseudo-sequence HLA-B53:01. The binding affinity (normalized) is 0.0847. (3) The peptide sequence is NLFEIEWEE. The MHC is HLA-B51:01 with pseudo-sequence HLA-B51:01. The binding affinity (normalized) is 0.0847. (4) The peptide sequence is KYLLNVSYL. The MHC is HLA-A29:02 with pseudo-sequence HLA-A29:02. The binding affinity (normalized) is 0.0451.